This data is from Reaction yield outcomes from USPTO patents with 853,638 reactions. The task is: Predict the reaction yield, written as a fraction of the theoretical maximum amount of product (1.0 means a 100% yield; for example, 0.34 means a 34% yield). (1) The reactants are [CH3:1][C:2]1([CH3:17])[C:10]2[C:5](=[CH:6][C:7]([N+:11]([O-])=O)=[CH:8][CH:9]=2)[N:4]([C:14](=[O:16])[CH3:15])[CH2:3]1. The catalyst is CO.[Pd]. The product is [NH2:11][C:7]1[CH:6]=[C:5]2[C:10]([C:2]([CH3:17])([CH3:1])[CH2:3][N:4]2[C:14](=[O:16])[CH3:15])=[CH:9][CH:8]=1. The yield is 0.610. (2) The reactants are [Cl:1][C:2]1[CH:7]=[CH:6][C:5]([CH2:8][C:9]([NH:11][NH:12][C:13]2[N:14]=[N:15][C:16]([C:26]3[CH:31]=[CH:30][CH:29]=[CH:28][C:27]=3[Cl:32])=[C:17]([C:19]3[CH:24]=[CH:23][C:22]([Cl:25])=[CH:21][CH:20]=3)[CH:18]=2)=O)=[CH:4][CH:3]=1.[Cl-].[Cl-].C1(P(C2C=CC=CC=2)C2C=CC=CC=2)C=CC=CC=1.ClC1C=CC=CC=1C1C(C2C=CC(Cl)=CC=2)=CC2N(C(CC3CCCCC3)=NN=2)N=1. No catalyst specified. The product is [Cl:1][C:2]1[CH:7]=[CH:6][C:5]([CH2:8][C:9]2[N:14]3[N:15]=[C:16]([C:26]4[CH:31]=[CH:30][CH:29]=[CH:28][C:27]=4[Cl:32])[C:17]([C:19]4[CH:24]=[CH:23][C:22]([Cl:25])=[CH:21][CH:20]=4)=[CH:18][C:13]3=[N:12][N:11]=2)=[CH:4][CH:3]=1. The yield is 0.540.